From a dataset of Reaction yield outcomes from USPTO patents with 853,638 reactions. Predict the reaction yield, written as a fraction of the theoretical maximum amount of product (1.0 means a 100% yield; for example, 0.34 means a 34% yield). (1) The reactants are Cl[C:2]1[CH:7]=[C:6]([Cl:8])[N:5]=[C:4]([NH:9][CH2:10][CH2:11][CH3:12])[N:3]=1.Cl.[CH2:14]([NH2:17])[C:15]#[CH:16].C(N(CC)C(C)C)(C)C.O. The catalyst is O1CCOCC1. The product is [Cl:8][C:6]1[N:5]=[C:4]([NH:9][CH2:10][CH2:11][CH3:12])[N:3]=[C:2]([NH:17][CH2:14][C:15]#[CH:16])[CH:7]=1. The yield is 0.360. (2) The reactants are Cl.[CH2:2]1[CH:6]2[CH2:7][NH:8][CH2:9][CH:5]2[CH2:4][N:3]1[C:10]([NH2:12])=[O:11].[CH2:13]1C2CNCC2CN1C(N)=O.C([O-])([O-])=O.[K+].[K+].CS([CH2:34][CH2:35][C:36]1[CH:52]=[CH:51][C:39]([O:40][C:41]2[S:42][C:43]3[CH:49]=[C:48](C)[CH:47]=[CH:46][C:44]=3[N:45]=2)=[CH:38][CH:37]=1)(=O)=O. The catalyst is C(Cl)Cl.CO.C(O)(CC)(C)C. The product is [CH3:13][C:46]1[C:44]2[N:45]=[C:41]([O:40][C:39]3[CH:38]=[CH:37][C:36]([CH2:35][CH2:34][N:8]4[CH2:7][CH:6]5[CH2:2][N:3]([C:10]([NH2:12])=[O:11])[CH2:4][CH:5]5[CH2:9]4)=[CH:52][CH:51]=3)[S:42][C:43]=2[CH:49]=[CH:48][CH:47]=1. The yield is 0.0500.